The task is: Predict the product of the given reaction.. This data is from Forward reaction prediction with 1.9M reactions from USPTO patents (1976-2016). Given the reactants [C:1]([O:5][C:6](=[O:17])[NH:7][C@H:8]([C:10]1[CH:15]=[CH:14][CH:13]=[C:12](Br)[CH:11]=1)[CH3:9])([CH3:4])([CH3:3])[CH3:2].Cl.[CH3:19][CH:20]1[O:25][CH2:24][CH2:23][NH:22][CH2:21]1.C(P(C(C)(C)C)C1C=CC=CC=1C1C=CC=CC=1)(C)(C)C.C(N(CC)CC)C.CC(C)([O-])C.[Na+], predict the reaction product. The product is: [C:1]([O:5][C:6](=[O:17])[NH:7][C@H:8]([C:10]1[CH:15]=[CH:14][CH:13]=[C:12]([N:22]2[CH2:23][CH2:24][O:25][CH:20]([CH3:19])[CH2:21]2)[CH:11]=1)[CH3:9])([CH3:4])([CH3:3])[CH3:2].